This data is from Ames mutagenicity test results for genotoxicity prediction. The task is: Regression/Classification. Given a drug SMILES string, predict its toxicity properties. Task type varies by dataset: regression for continuous values (e.g., LD50, hERG inhibition percentage) or binary classification for toxic/non-toxic outcomes (e.g., AMES mutagenicity, cardiotoxicity, hepatotoxicity). Dataset: ames. (1) The compound is Cn1c2ccc3ccccc3c2c2c3ccccc3ccc21. The result is 1 (mutagenic). (2) The result is 0 (non-mutagenic). The molecule is CC(=O)c1c(O)c(C)c(O)c2c1OC1=CC(=O)C(C(C)=O)C(=O)C12C.